From a dataset of Catalyst prediction with 721,799 reactions and 888 catalyst types from USPTO. Predict which catalyst facilitates the given reaction. (1) Reactant: [Br:1][C:2]1[CH:7]=[CH:6][C:5]([C:8]2[C:14]3[CH:15]=[C:16]([O:19][CH3:20])[CH:17]=[CH:18][C:13]=3[N:12]3[C:21]([CH3:24])=[N:22][N:23]=[C:11]3[C@H:10]([CH2:25][C:26]([O:28]C)=[O:27])[N:9]=2)=[CH:4][CH:3]=1.[OH-].[Li+].C(O)(=O)C. Product: [Br:1][C:2]1[CH:7]=[CH:6][C:5]([C:8]2[C:14]3[CH:15]=[C:16]([O:19][CH3:20])[CH:17]=[CH:18][C:13]=3[N:12]3[C:21]([CH3:24])=[N:22][N:23]=[C:11]3[C@H:10]([CH2:25][C:26]([OH:28])=[O:27])[N:9]=2)=[CH:4][CH:3]=1. The catalyst class is: 24. (2) Reactant: [NH2:1][C:2]([CH3:6])([CH3:5])[CH2:3][OH:4].[CH:7](=O)[C:8]1[CH:13]=[CH:12][CH:11]=[CH:10][CH:9]=1.C1(C)C=CC(S(O)(=O)=O)=CC=1. Product: [CH2:7]([NH:1][C:2]([CH3:6])([CH3:5])[CH2:3][OH:4])[C:8]1[CH:13]=[CH:12][CH:11]=[CH:10][CH:9]=1. The catalyst class is: 48.